This data is from Forward reaction prediction with 1.9M reactions from USPTO patents (1976-2016). The task is: Predict the product of the given reaction. (1) Given the reactants [C:1]1(=O)OCCO1.C1(=O)N[C:10](=O)[CH2:9][CH2:8]1.[C:14]1(=[O:20])[O:19][C:17](=[O:18])[CH:16]=[CH:15]1, predict the reaction product. The product is: [CH3:1][C:9]([CH2:8][CH:16]1[C:17](=[O:18])[O:19][C:14](=[O:20])[CH2:15]1)=[CH2:10]. (2) The product is: [C:1]([O:5][C:6]([NH:8][CH2:9][CH2:10][O:11][C:12]1[CH:21]=[C:20]([Cl:22])[CH:19]=[C:18]([F:23])[C:13]=1[C:14]([OH:16])=[O:15])=[O:7])([CH3:4])([CH3:2])[CH3:3]. Given the reactants [C:1]([O:5][C:6]([NH:8][CH2:9][CH2:10][O:11][C:12]1[CH:21]=[C:20]([Cl:22])[CH:19]=[C:18]([F:23])[C:13]=1[C:14]([O:16]C)=[O:15])=[O:7])([CH3:4])([CH3:3])[CH3:2].[OH-].[Na+], predict the reaction product. (3) Given the reactants [Mg].Br[C:3]1[CH:8]=[CH:7][C:6]([CH3:9])=[CH:5][CH:4]=1.[CH3:10][C:11]([CH3:15])([CH3:14])[C:12]#N.Cl.CC[O:19]CC, predict the reaction product. The product is: [CH3:10][C:11]([CH3:15])([CH3:14])[C:12]([C:3]1[CH:8]=[CH:7][C:6]([CH3:9])=[CH:5][CH:4]=1)=[O:19]. (4) Given the reactants [Cl:1][C:2]1[CH:3]=[C:4]([O:11]C)[CH:5]=[C:6]([N+:8]([O-:10])=[O:9])[CH:7]=1.Cl.[NH+]1C=CC=CC=1, predict the reaction product. The product is: [Cl:1][C:2]1[CH:3]=[C:4]([OH:11])[CH:5]=[C:6]([N+:8]([O-:10])=[O:9])[CH:7]=1. (5) Given the reactants S(=O)(=O)(O)O.[CH3:6][O:7][C:8]1[CH:9]=[C:10](/[CH:16]=[C:17](/[C:21]2[CH:26]=[CH:25][C:24]([OH:27])=[CH:23][CH:22]=2)\[C:18]([OH:20])=[O:19])[CH:11]=[C:12]([O:14][CH3:15])[CH:13]=1.[CH3:28]O, predict the reaction product. The product is: [CH3:28][O:19][C:18](=[O:20])/[C:17](/[C:21]1[CH:22]=[CH:23][C:24]([OH:27])=[CH:25][CH:26]=1)=[CH:16]\[C:10]1[CH:11]=[C:12]([O:14][CH3:15])[CH:13]=[C:8]([O:7][CH3:6])[CH:9]=1. (6) The product is: [CH3:12][C:11]1[CH:10]=[CH:9][C:4]([C:5]([O:7][CH3:8])=[O:6])=[CH:3][C:2]=1[C:26]#[C:20][C:21]1[CH:22]=[CH:23][CH:24]=[CH:25][N:15]=1. Given the reactants I[C:2]1[CH:3]=[C:4]([CH:9]=[CH:10][C:11]=1[CH3:12])[C:5]([O:7][CH3:8])=[O:6].C([N:15](CC)CC)C.[C:20]1([CH3:26])[CH:25]=[CH:24][CH:23]=[CH:22][CH:21]=1, predict the reaction product. (7) Given the reactants [CH3:1][C:2]([CH3:26])([O:4][C:5]([N:7]1[CH2:12][CH2:11][N:10]([CH:13]2[CH2:18][CH2:17][N:16](CC3C=CC=CC=3)[CH2:15][CH2:14]2)[CH2:9][CH2:8]1)=[O:6])[CH3:3], predict the reaction product. The product is: [CH3:3][C:2]([CH3:26])([O:4][C:5]([N:7]1[CH2:12][CH2:11][N:10]([CH:13]2[CH2:14][CH2:15][NH:16][CH2:17][CH2:18]2)[CH2:9][CH2:8]1)=[O:6])[CH3:1].